This data is from Reaction yield outcomes from USPTO patents with 853,638 reactions. The task is: Predict the reaction yield, written as a fraction of the theoretical maximum amount of product (1.0 means a 100% yield; for example, 0.34 means a 34% yield). (1) The reactants are [Cl:1][C:2]1[S:6][C:5]([S:7]([NH:10][C@@H:11]2[CH2:16][CH2:15][CH2:14][CH2:13][C@H:12]2[CH2:17][OH:18])(=[O:9])=[O:8])=[CH:4][CH:3]=1.C(=O)([O-])[O-].[Cs+].[Cs+].Br[CH2:26][C:27]1[CH:32]=[CH:31][C:30]([C:33]2[N:37]=[CH:36][O:35][N:34]=2)=[CH:29][CH:28]=1.O1C=NC(C2C=CC(CN([C@@H]3CCCC[C@H]3CO)S(C3C=CC(Cl)=CC=3)(=O)=O)=CC=2)=N1. No catalyst specified. The product is [O:35]1[CH:36]=[N:37][C:33]([C:30]2[CH:31]=[CH:32][C:27]([CH2:26][N:10]([C@@H:11]3[CH2:16][CH2:15][CH2:14][CH2:13][C@H:12]3[CH2:17][OH:18])[S:7]([C:5]3[S:6][C:2]([Cl:1])=[CH:3][CH:4]=3)(=[O:9])=[O:8])=[CH:28][CH:29]=2)=[N:34]1. The yield is 0.130. (2) The reactants are [Cl:1][C:2]1[C:3]([N+:9]([O-:11])=[O:10])=[C:4]([CH:6]=[CH:7][CH:8]=1)[NH2:5].[Br:12]N1C(=O)CCC1=O.O. The catalyst is C(O)(=O)C. The product is [Br:12][C:8]1[CH:7]=[CH:6][C:4]([NH2:5])=[C:3]([N+:9]([O-:11])=[O:10])[C:2]=1[Cl:1]. The yield is 0.670. (3) The reactants are CCN(C(C)C)C(C)C.[F:10][CH:11]([F:41])[C:12]1[N:16]([C:17]2[N:22]=[C:21]([N:23]3[CH2:28][CH2:27][O:26][CH2:25][CH2:24]3)[N:20]=[C:19]([N:29]3[CH2:34][CH2:33][NH:32][CH2:31][CH2:30]3)[N:18]=2)[C:15]2[CH:35]=[CH:36][CH:37]=[C:38]([O:39][CH3:40])[C:14]=2[N:13]=1.[Cl-].Cl[S:44]([CH2:47][CH2:48][C:49]1[CH:54]=[CH:53][NH+:52]=[CH:51][CH:50]=1)(=[O:46])=[O:45].O. The catalyst is C(Cl)Cl. The product is [F:41][CH:11]([F:10])[C:12]1[N:16]([C:17]2[N:22]=[C:21]([N:23]3[CH2:24][CH2:25][O:26][CH2:27][CH2:28]3)[N:20]=[C:19]([N:29]3[CH2:34][CH2:33][N:32]([S:44]([CH2:47][CH2:48][C:49]4[CH:50]=[CH:51][N:52]=[CH:53][CH:54]=4)(=[O:45])=[O:46])[CH2:31][CH2:30]3)[N:18]=2)[C:15]2[CH:35]=[CH:36][CH:37]=[C:38]([O:39][CH3:40])[C:14]=2[N:13]=1. The yield is 0.650. (4) The reactants are C(O)(C(F)(F)F)=O.C(OC(=O)[NH:14][CH2:15][CH:16]([CH2:27][O:28][C:29]([C:42]1[CH:47]=[CH:46][CH:45]=[CH:44][CH:43]=1)([C:36]1[CH:41]=[CH:40][CH:39]=[CH:38][CH:37]=1)[C:30]1[CH:35]=[CH:34][CH:33]=[CH:32][CH:31]=1)[CH2:17][CH2:18][N:19]1[CH:24]=[CH:23][C:22](=[O:25])[NH:21][C:20]1=[O:26])(C)(C)C. The catalyst is ClCCl. The product is [NH2:14][CH2:15][CH:16]([CH2:27][O:28][C:29]([C:42]1[CH:43]=[CH:44][CH:45]=[CH:46][CH:47]=1)([C:36]1[CH:37]=[CH:38][CH:39]=[CH:40][CH:41]=1)[C:30]1[CH:31]=[CH:32][CH:33]=[CH:34][CH:35]=1)[CH2:17][CH2:18][N:19]1[CH:24]=[CH:23][C:22](=[O:25])[NH:21][C:20]1=[O:26]. The yield is 0.650. (5) The reactants are C1(NC2CCCCC2)CCCCC1.[C:14]([O:18][C:19]([NH:21][C@H:22]([CH2:26][CH:27]=[CH2:28])[C:23]([OH:25])=O)=[O:20])([CH3:17])([CH3:16])[CH3:15].[NH:29]1[CH2:33][CH2:32][CH2:31][C@H:30]1[C:34]([O:36][CH2:37][CH2:38][CH2:39][CH:40]=[CH2:41])=[O:35]. The catalyst is C(Cl)Cl. The product is [C:14]([O:18][C:19]([NH:21][C@H:22]([CH2:26][CH:27]=[CH2:28])[C:23]([N:29]1[CH2:33][CH2:32][CH2:31][C@H:30]1[C:34]([O:36][CH2:37][CH2:38][CH2:39][CH:40]=[CH2:41])=[O:35])=[O:25])=[O:20])([CH3:15])([CH3:16])[CH3:17]. The yield is 0.510. (6) The reactants are C1(N2CCN([C:13]3[N:14]=[C:15]([NH:22][C@H:23]4[CH2:27][CH2:26][CH2:25][C@@H:24]4[NH:28][C:29](=[O:35])OC(C)(C)C)[C:16]4[S:21][CH2:20][CH2:19][C:17]=4[N:18]=3)CC2)C=CC=CC=1.[CH:36]([N:39]([CH:42]([CH3:44])C)[CH2:40]C)([CH3:38])C.Cl.[Cl:46]C1N=C(NC2CCCNC2)C2SCCC=2N=1. The catalyst is CS(C)=O. The product is [CH3:40][N:39]1[CH:36]=[CH:38][CH:44]=[C:42]1[C:29]([N:28]1[CH2:25][CH2:26][CH2:27][CH:23]([NH:22][C:15]2[C:16]3[S:21][CH2:20][CH2:19][C:17]=3[N:18]=[C:13]([Cl:46])[N:14]=2)[CH2:24]1)=[O:35]. The yield is 0.850.